From a dataset of Full USPTO retrosynthesis dataset with 1.9M reactions from patents (1976-2016). Predict the reactants needed to synthesize the given product. Given the product [N:28]1[CH:33]=[CH:32][CH:31]=[C:30]([NH:34][C:35]([N:23]2[CH2:22][CH2:21][C:19]3([CH2:20][CH:17]([C:13]4[CH:14]=[CH:15][CH:16]=[C:11]([O:10][C:7]5[CH:6]=[CH:5][C:4]([C:3]([F:2])([F:26])[F:27])=[CH:9][N:8]=5)[CH:12]=4)[CH2:18]3)[CH2:25][CH2:24]2)=[O:36])[N:29]=1, predict the reactants needed to synthesize it. The reactants are: Cl.[F:2][C:3]([F:27])([F:26])[C:4]1[CH:5]=[CH:6][C:7]([O:10][C:11]2[CH:12]=[C:13]([CH:17]3[CH2:20][C:19]4([CH2:25][CH2:24][NH:23][CH2:22][CH2:21]4)[CH2:18]3)[CH:14]=[CH:15][CH:16]=2)=[N:8][CH:9]=1.[N:28]1[CH:33]=[CH:32][CH:31]=[C:30]([NH:34][C:35](=O)[O:36]C2C=CC=CC=2)[N:29]=1.CCN(C(C)C)C(C)C.